From a dataset of Forward reaction prediction with 1.9M reactions from USPTO patents (1976-2016). Predict the product of the given reaction. (1) Given the reactants Br[CH2:2][C:3]1[CH:12]=[C:11]([C:13]#[N:14])[CH:10]=[CH:9][C:4]=1[C:5]([O:7]C)=O.[NH2:15][C:16]1[CH:17]=[C:18]([CH:22]=[CH:23][CH:24]=1)[C:19]([OH:21])=[O:20], predict the reaction product. The product is: [C:13]([C:11]1[CH:12]=[C:3]2[C:4](=[CH:9][CH:10]=1)[C:5](=[O:7])[N:15]([C:16]1[CH:17]=[C:18]([CH:22]=[CH:23][CH:24]=1)[C:19]([OH:21])=[O:20])[CH2:2]2)#[N:14]. (2) The product is: [C:44]([C:48]1[CH:64]=[CH:63][C:51]([CH2:52][N:53]([CH2:54][CH2:55][C:56]2[CH:61]=[CH:60][CH:59]=[CH:58][C:57]=2[F:62])[C:10]([C:8]2[CH:7]=[CH:6][CH:5]=[C:4]3[C:9]=2[NH:1][CH:2]=[CH:3]3)=[O:12])=[CH:50][CH:49]=1)([CH3:47])([CH3:45])[CH3:46]. Given the reactants [NH:1]1[C:9]2[C:4](=[CH:5][CH:6]=[CH:7][C:8]=2[C:10]([OH:12])=O)[CH:3]=[CH:2]1.CN(C(ON1N=NC2C=CC=CC1=2)=[N+](C)C)C.[B-](F)(F)(F)F.C(N(CC)C(C)C)(C)C.[C:44]([C:48]1[CH:64]=[CH:63][C:51]([CH2:52][NH:53][CH2:54][CH2:55][C:56]2[CH:61]=[CH:60][CH:59]=[CH:58][C:57]=2[F:62])=[CH:50][CH:49]=1)([CH3:47])([CH3:46])[CH3:45], predict the reaction product.